From a dataset of NCI-60 drug combinations with 297,098 pairs across 59 cell lines. Regression. Given two drug SMILES strings and cell line genomic features, predict the synergy score measuring deviation from expected non-interaction effect. Drug 1: CC1=C(C=C(C=C1)C(=O)NC2=CC(=CC(=C2)C(F)(F)F)N3C=C(N=C3)C)NC4=NC=CC(=N4)C5=CN=CC=C5. Drug 2: CCN(CC)CCCC(C)NC1=C2C=C(C=CC2=NC3=C1C=CC(=C3)Cl)OC. Cell line: UACC62. Synergy scores: CSS=2.51, Synergy_ZIP=-3.19, Synergy_Bliss=-6.74, Synergy_Loewe=-7.35, Synergy_HSA=-6.42.